This data is from Full USPTO retrosynthesis dataset with 1.9M reactions from patents (1976-2016). The task is: Predict the reactants needed to synthesize the given product. (1) Given the product [C:1]([O:5][C:6]([N:8]1[C@@H:12](/[CH:13]=[CH:22]/[C:17]([O:19][CH2:20][CH3:21])=[O:18])[CH2:11][O:10][C:9]1([CH3:16])[CH3:15])=[O:7])([CH3:4])([CH3:3])[CH3:2], predict the reactants needed to synthesize it. The reactants are: [C:1]([O:5][C:6]([N:8]1[C@@H:12]([CH:13]=O)[CH2:11][O:10][C:9]1([CH3:16])[CH3:15])=[O:7])([CH3:4])([CH3:3])[CH3:2].[C:17]([CH:22]=P(C1C=CC=CC=1)(C1C=CC=CC=1)C1C=CC=CC=1)([O:19][CH2:20][CH3:21])=[O:18]. (2) Given the product [C:29]1([C:39]2[N:24]([CH3:23])[C:25]([SH:28])=[N:26][N:27]=2)[C:38]2[C:33](=[CH:34][CH:35]=[CH:36][CH:37]=2)[CH:32]=[CH:31][N:30]=1, predict the reactants needed to synthesize it. The reactants are: OC1C2N=NNC=2C=CC=1.Cl.CN(C)CCCN=C=NCC.[CH3:23][NH:24][C:25](=[S:28])[NH:26][NH2:27].[C:29]1([C:39](O)=O)[C:38]2[C:33](=[CH:34][CH:35]=[CH:36][CH:37]=2)[CH:32]=[CH:31][N:30]=1. (3) Given the product [Cl-:1].[Cl-:1].[CH3:11][Si:12]1([C:7]2[CH:8]([Zr+2:5][CH:24]3[C:19]4[C:18](=[CH:23][CH:22]=[CH:21][CH:20]=4)[CH:17]=[C:16]3[Si:12]3([CH3:11])[CH2:13][CH2:14][CH2:15]3)[C:18]3[C:10]([CH:6]=2)=[CH:23][CH:24]=[CH:16][CH:17]=3)[CH2:15][CH2:14][CH2:13]1, predict the reactants needed to synthesize it. The reactants are: [Cl-:1].[Cl-].[Cl-].[Cl-].[Zr+4:5].[CH2:6]1[CH2:10]O[CH2:8][CH2:7]1.[CH3:11][Si:12]1([CH:16]2[C:24]3[C:19](=[CH:20][CH:21]=[CH:22][CH:23]=3)[CH:18]=[CH:17]2)[CH2:15][CH2:14][CH2:13]1.[Li]. (4) Given the product [CH2:1]([S:21][C:22]([CH3:28])([CH3:29])[C:23]([OH:25])=[O:24])[CH2:2][CH2:3][CH2:4]/[CH:5]=[CH:6]\[CH2:7]/[CH:8]=[CH:9]\[CH2:10]/[CH:11]=[CH:12]\[CH2:13]/[CH:14]=[CH:15]\[CH2:16]/[CH:17]=[CH:18]\[CH2:19][CH3:20], predict the reactants needed to synthesize it. The reactants are: [CH2:1]([S:21][C:22]([CH3:29])([CH3:28])[C:23]([O:25]CC)=[O:24])[CH2:2][CH2:3][CH2:4]/[CH:5]=[CH:6]\[CH2:7]/[CH:8]=[CH:9]\[CH2:10]/[CH:11]=[CH:12]\[CH2:13]/[CH:14]=[CH:15]\[CH2:16]/[CH:17]=[CH:18]\[CH2:19][CH3:20].[Li+].[OH-].Cl. (5) Given the product [Cl:31][C:32]1[N:37]=[CH:36][C:35]([C:38]([N:15]([CH3:16])[C:12]2[N:11]=[CH:10][C:9]([CH2:8][N:6]3[CH2:5][CH2:4][N:3]([C:17]([O:19][C:20]([CH3:22])([CH3:21])[CH3:23])=[O:18])[C@@H:2]([CH3:1])[CH2:7]3)=[CH:14][CH:13]=2)=[O:39])=[CH:34][CH:33]=1, predict the reactants needed to synthesize it. The reactants are: [CH3:1][C@H:2]1[CH2:7][N:6]([CH2:8][C:9]2[CH:10]=[N:11][C:12]([NH:15][CH3:16])=[CH:13][CH:14]=2)[CH2:5][CH2:4][N:3]1[C:17]([O:19][C:20]([CH3:23])([CH3:22])[CH3:21])=[O:18].C(N(CC)CC)C.[Cl:31][C:32]1[N:37]=[CH:36][C:35]([C:38](Cl)=[O:39])=[CH:34][CH:33]=1. (6) Given the product [C:21]([NH:1][C:2]1[CH:3]=[C:4]([C:8]2[CH:16]=[CH:15][C:14]([C:17]([NH2:19])=[O:18])=[C:13]3[C:9]=2[CH:10]=[C:11]([CH3:20])[NH:12]3)[CH:5]=[CH:6][CH:7]=1)(=[O:24])[CH:22]=[CH2:23], predict the reactants needed to synthesize it. The reactants are: [NH2:1][C:2]1[CH:3]=[C:4]([C:8]2[CH:16]=[CH:15][C:14]([C:17]([NH2:19])=[O:18])=[C:13]3[C:9]=2[CH:10]=[C:11]([CH3:20])[NH:12]3)[CH:5]=[CH:6][CH:7]=1.[C:21](Cl)(=[O:24])[CH:22]=[CH2:23].CCN(C(C)C)C(C)C.